From a dataset of Catalyst prediction with 721,799 reactions and 888 catalyst types from USPTO. Predict which catalyst facilitates the given reaction. (1) Reactant: N[C:2]1[S:3][C:4]([C:10]([O:12][CH2:13][CH3:14])=[O:11])=[C:5]([CH:7]([CH3:9])[CH3:8])[N:6]=1.B(F)(F)F.CCOCC.N(OC(C)(C)C)=O.N(OCCCC)=O.[Na].[OH-].[Na+]. Product: [CH3:9][CH:7]([C:5]1[N:6]=[CH:2][S:3][C:4]=1[C:10]([O:12][CH2:13][CH3:14])=[O:11])[CH3:8]. The catalyst class is: 20. (2) Reactant: [Br:1][C:2]1[CH:3]=[CH:4][C:5](Cl)=[N:6][CH:7]=1.[CH3:9][CH:10]([S-:12])[CH3:11].[Na+].O. Product: [Br:1][C:2]1[CH:3]=[CH:4][C:5]([S:12][CH:10]([CH3:11])[CH3:9])=[N:6][CH:7]=1. The catalyst class is: 3. (3) Reactant: [C:1]([O:5][C:6]([NH:8][CH2:9][C@H:10]1[CH2:15][CH2:14][C@H:13]([C:16]([NH:18][C@H:19]([C:38]([NH:40][C:41]2[CH:46]=[CH:45][C:44]([C:47]3[NH:48][C:49]([Cl:52])=[N:50][N:51]=3)=[CH:43][CH:42]=2)=[O:39])[CH2:20][C:21]2[CH:26]=[CH:25][C:24]([C:27]3[CH:32]=[CH:31][C:30]([C:33]([O:35]C)=[O:34])=[CH:29][C:28]=3[CH3:37])=[CH:23][CH:22]=2)=[O:17])[CH2:12][CH2:11]1)=[O:7])([CH3:4])([CH3:3])[CH3:2].[OH-].[Li+].C(O)(=O)C.C(#N)C. Product: [C:1]([O:5][C:6]([NH:8][CH2:9][C@H:10]1[CH2:11][CH2:12][C@H:13]([C:16]([NH:18][C@H:19]([C:38]([NH:40][C:41]2[CH:46]=[CH:45][C:44]([C:47]3[NH:48][C:49]([Cl:52])=[N:50][N:51]=3)=[CH:43][CH:42]=2)=[O:39])[CH2:20][C:21]2[CH:22]=[CH:23][C:24]([C:27]3[CH:32]=[CH:31][C:30]([C:33]([OH:35])=[O:34])=[CH:29][C:28]=3[CH3:37])=[CH:25][CH:26]=2)=[O:17])[CH2:14][CH2:15]1)=[O:7])([CH3:4])([CH3:2])[CH3:3]. The catalyst class is: 7. (4) Reactant: [C:1]1([CH3:11])[CH:6]=[CH:5][CH:4]=[CH:3][C:2]=1[CH2:7][C:8](O)=[O:9].C(Cl)(=O)C(Cl)=O.[NH3:18]. Product: [CH3:11][C:1]1[CH:6]=[CH:5][CH:4]=[CH:3][C:2]=1[CH2:7][C:8]([NH2:18])=[O:9]. The catalyst class is: 120. (5) Reactant: [CH2:1]([O:8][C:9]1[CH:14]=[CH:13][C:12]([C:15]2[NH:19][C:18]3[CH:20]=[C:21]([C:23]([O:25][CH2:26][CH3:27])=[O:24])[S:22][C:17]=3[C:16]=2[CH:28]2[CH2:33][CH2:32][CH2:31][CH:30]=[CH:29]2)=[CH:11][CH:10]=1)[C:2]1[CH:7]=[CH:6][CH:5]=[CH:4][CH:3]=1.[H-].[Na+].CI.[C:38](OCC)(=O)C. Product: [CH2:1]([O:8][C:9]1[CH:10]=[CH:11][C:12]([C:15]2[N:19]([CH3:38])[C:18]3[CH:20]=[C:21]([C:23]([O:25][CH2:26][CH3:27])=[O:24])[S:22][C:17]=3[C:16]=2[CH:28]2[CH2:33][CH2:32][CH2:31][CH:30]=[CH:29]2)=[CH:13][CH:14]=1)[C:2]1[CH:7]=[CH:6][CH:5]=[CH:4][CH:3]=1. The catalyst class is: 9. (6) Reactant: [F:1][B-:2]([F:5])([F:4])[F:3].[H+].[CH3:7][C:8]([N:20]1[CH2:25][CH2:24][O:23][CH2:22][CH2:21]1)([CH3:19])[C:9]([C:11]1[CH:16]=[CH:15][C:14]([S:17][CH3:18])=[CH:13][CH:12]=1)=[O:10]. Product: [F:1][B-:2]([F:5])([F:4])[F:3].[CH3:19][C:8]([NH+:20]1[CH2:21][CH2:22][O:23][CH2:24][CH2:25]1)([CH3:7])[C:9]([C:11]1[CH:16]=[CH:15][C:14]([S:17][CH3:18])=[CH:13][CH:12]=1)=[O:10]. The catalyst class is: 27. (7) Reactant: [Br:1][C:2]1[N:7]=[CH:6][C:5]([C:8]([OH:10])=O)=[CH:4][CH:3]=1.S(Cl)(Cl)=O.[CH:15]1[CH:20]=[CH:19][CH:18]=[CH:17][CH:16]=1.[Al+3].[Cl-].[Cl-].[Cl-]. Product: [Br:1][C:2]1[N:7]=[CH:6][C:5]([C:8]([C:15]2[CH:20]=[CH:19][CH:18]=[CH:17][CH:16]=2)=[O:10])=[CH:4][CH:3]=1. The catalyst class is: 33. (8) Reactant: [Cl:1][C:2]1[CH:3]=[C:4]2[C:8](=[CH:9][CH:10]=1)[NH:7][C:6](=[O:11])[CH2:5]2.[CH:12]([C:14]1[NH:18][C:17]2[CH2:19][CH2:20][CH2:21][CH2:22][CH2:23][C:16]=2[C:15]=1[CH2:24][CH2:25][C:26]([OH:28])=[O:27])=O.N1CCCCC1. Product: [Cl:1][C:2]1[CH:3]=[C:4]2[C:8](=[CH:9][CH:10]=1)[NH:7][C:6](=[O:11])/[C:5]/2=[CH:12]\[C:14]1[NH:18][C:17]2[CH2:19][CH2:20][CH2:21][CH2:22][CH2:23][C:16]=2[C:15]=1[CH2:24][CH2:25][C:26]([OH:28])=[O:27]. The catalyst class is: 8. (9) Product: [O:10]=[C:8]1[N:7]([C:11]([O:13][C:14]([CH3:17])([CH3:16])[CH3:15])=[O:12])[CH:6]2[C:18]3[C:3]([CH2:4][CH:5]2[CH2:9]1)=[C:2]([C:27]1[CH:28]=[N:29][CH:30]=[CH:31][CH:32]=1)[CH:21]=[CH:20][CH:19]=3. The catalyst class is: 741. Reactant: Br[C:2]1[CH:21]=[CH:20][CH:19]=[C:18]2[C:3]=1[CH2:4][CH:5]1[CH2:9][C:8](=[O:10])[N:7]([C:11]([O:13][C:14]([CH3:17])([CH3:16])[CH3:15])=[O:12])[CH:6]12.C([Sn](CCCC)(CCCC)[C:27]1[CH:28]=[N:29][CH:30]=[CH:31][CH:32]=1)CCC. (10) Product: [Si:23]([O:1][CH2:2][CH2:3][CH2:4][C@H:5]([CH2:12][CH2:13][CH:14]([CH3:16])[CH3:15])[C:6]([N:8]([O:10][CH3:11])[CH3:9])=[O:7])([C:26]([CH3:29])([CH3:28])[CH3:27])([CH3:25])[CH3:24]. The catalyst class is: 4. Reactant: [OH:1][CH2:2][CH2:3][CH2:4][C@H:5]([CH2:12][CH2:13][CH:14]([CH3:16])[CH3:15])[C:6]([N:8]([O:10][CH3:11])[CH3:9])=[O:7].FC(F)(F)S(O[Si:23]([C:26]([CH3:29])([CH3:28])[CH3:27])([CH3:25])[CH3:24])(=O)=O.N1C(C)=CC=CC=1C.